Dataset: Full USPTO retrosynthesis dataset with 1.9M reactions from patents (1976-2016). Task: Predict the reactants needed to synthesize the given product. (1) The reactants are: [CH3:1][C:2]1[C:28]([CH3:29])=[CH:27][C:5]2[NH:6][C:7]([C:9]3[NH:10][N:11]=[C:12]4[C:17]=3[CH2:16][CH2:15][N:14]([C:18]3[CH:23]=[CH:22][C:21]([N+:24]([O-])=O)=[CH:20][N:19]=3)[CH2:13]4)=[N:8][C:4]=2[CH:3]=1.[H][H]. Given the product [CH3:1][C:2]1[C:28]([CH3:29])=[CH:27][C:5]2[NH:6][C:7]([C:9]3[NH:10][N:11]=[C:12]4[C:17]=3[CH2:16][CH2:15][N:14]([C:18]3[N:19]=[CH:20][C:21]([NH2:24])=[CH:22][CH:23]=3)[CH2:13]4)=[N:8][C:4]=2[CH:3]=1, predict the reactants needed to synthesize it. (2) Given the product [Br:1][C:2]1[CH:7]=[C:6]([CH:8]([CH3:10])[CH3:9])[CH:5]=[CH:4][C:3]=1[C:11]1[CH:12]=[C:13]([C:22]#[N:23])[N:14]2[C:19]([NH:31][CH:27]([CH2:28][CH2:29][CH3:30])[CH2:24][CH2:25][CH3:26])=[CH:18][C:17]([CH3:21])=[N:16][C:15]=12, predict the reactants needed to synthesize it. The reactants are: [Br:1][C:2]1[CH:7]=[C:6]([CH:8]([CH3:10])[CH3:9])[CH:5]=[CH:4][C:3]=1[C:11]1[CH:12]=[C:13]([C:22]#[N:23])[N:14]2[C:19](Cl)=[CH:18][C:17]([CH3:21])=[N:16][C:15]=12.[CH2:24]([CH:27]([NH2:31])[CH2:28][CH2:29][CH3:30])[CH2:25][CH3:26].C(N(CC)C(C)C)(C)C.C(=O)([O-])O.[Na+]. (3) The reactants are: [CH2:1]([O:3][C:4](=[O:17])[CH:5]([C:7]1[CH:16]=[CH:15][C:10]2[N:11]=[C:12]([NH2:14])[S:13][C:9]=2[CH:8]=1)[CH3:6])[CH3:2].[CH3:18][C:19]([O:22][C:23](O[C:23]([O:22][C:19]([CH3:21])([CH3:20])[CH3:18])=[O:24])=[O:24])([CH3:21])[CH3:20].O. Given the product [CH2:1]([O:3][C:4](=[O:17])[CH:5]([C:7]1[CH:16]=[CH:15][C:10]2[N:11]=[C:12]([NH:14][C:23]([O:22][C:19]([CH3:21])([CH3:20])[CH3:18])=[O:24])[S:13][C:9]=2[CH:8]=1)[CH3:6])[CH3:2], predict the reactants needed to synthesize it. (4) Given the product [CH3:12][C:10]1[CH:9]=[C:8]([CH3:13])[C:7]2[O:14][CH:2]([CH2:15][CH2:16][CH3:17])[C:3](=[O:4])[NH:5][C:6]=2[CH:11]=1, predict the reactants needed to synthesize it. The reactants are: Br[CH:2]([CH2:15][CH2:16][CH3:17])[C:3]([NH:5][C:6]1[CH:11]=[C:10]([CH3:12])[CH:9]=[C:8]([CH3:13])[C:7]=1[OH:14])=[O:4].C(=O)([O-])[O-].[K+].[K+].C(OCC)(=O)C.O.